This data is from Reaction yield outcomes from USPTO patents with 853,638 reactions. The task is: Predict the reaction yield, written as a fraction of the theoretical maximum amount of product (1.0 means a 100% yield; for example, 0.34 means a 34% yield). (1) The reactants are [I:1][C:2]1[CH:7]=[CH:6][C:5]([CH2:8][C:9]([OH:11])=[O:10])=[CH:4][CH:3]=1.Cl.[CH3:13]O. The catalyst is O1CCOCC1. The yield is 0.980. The product is [I:1][C:2]1[CH:3]=[CH:4][C:5]([CH2:8][C:9]([O:11][CH3:13])=[O:10])=[CH:6][CH:7]=1. (2) The reactants are [F:1][C:2]1[C:7]([C:8]([O:10][CH3:11])=[O:9])=[C:6]([CH3:12])[C:5]([N+:13]([O-])=O)=[CH:4][CH:3]=1. The catalyst is CO.[C].[Pd]. The product is [NH2:13][C:5]1[C:6]([CH3:12])=[C:7]([C:2]([F:1])=[CH:3][CH:4]=1)[C:8]([O:10][CH3:11])=[O:9]. The yield is 0.630. (3) The reactants are [NH2:1][C:2]1[CH:3]=[CH:4][C:5]([O:8][C:9](=[O:18])[N:10]([CH3:17])[C:11]2[CH:16]=[CH:15][CH:14]=[CH:13][CH:12]=2)=[N:6][CH:7]=1.[F:19][C:20]1[CH:21]=[C:22]([CH:26]=[CH:27][C:28]=1[F:29])[C:23](Cl)=[O:24].C(N(CC)CC)C.ClCCl. The catalyst is C(#N)C. The product is [F:19][C:20]1[CH:21]=[C:22]([CH:26]=[CH:27][C:28]=1[F:29])[C:23]([NH:1][C:2]1[CH:3]=[CH:4][C:5]([O:8][C:9](=[O:18])[N:10]([CH3:17])[C:11]2[CH:16]=[CH:15][CH:14]=[CH:13][CH:12]=2)=[N:6][CH:7]=1)=[O:24]. The yield is 0.880.